This data is from Reaction yield outcomes from USPTO patents with 853,638 reactions. The task is: Predict the reaction yield, written as a fraction of the theoretical maximum amount of product (1.0 means a 100% yield; for example, 0.34 means a 34% yield). The reactants are [CH3:1][C:2]([C:6]1[CH:11]=[CH:10][CH:9]=[CH:8][C:7]=1[OH:12])([CH3:5])[CH2:3][CH3:4].[Br-:13].[Br-].[Br-].[NH+]1C=CC=CC=1.[NH+]1C=CC=CC=1.[NH+]1C=CC=CC=1.Cl. The catalyst is C(Cl)Cl. The product is [Br:13][C:10]1[CH:9]=[CH:8][C:7]([OH:12])=[C:6]([C:2]([CH3:1])([CH3:5])[CH2:3][CH3:4])[CH:11]=1. The yield is 1.00.